From a dataset of NCI-60 drug combinations with 297,098 pairs across 59 cell lines. Regression. Given two drug SMILES strings and cell line genomic features, predict the synergy score measuring deviation from expected non-interaction effect. (1) Drug 1: CN(CCCl)CCCl.Cl. Drug 2: CC(C)NC(=O)C1=CC=C(C=C1)CNNC.Cl. Cell line: PC-3. Synergy scores: CSS=17.1, Synergy_ZIP=-3.17, Synergy_Bliss=1.25, Synergy_Loewe=2.96, Synergy_HSA=3.10. (2) Drug 1: COC1=NC(=NC2=C1N=CN2C3C(C(C(O3)CO)O)O)N. Drug 2: C1=CN(C=N1)CC(O)(P(=O)(O)O)P(=O)(O)O. Cell line: MALME-3M. Synergy scores: CSS=-1.12, Synergy_ZIP=2.41, Synergy_Bliss=2.06, Synergy_Loewe=-0.273, Synergy_HSA=-1.04. (3) Drug 1: CC1CCC2CC(C(=CC=CC=CC(CC(C(=O)C(C(C(=CC(C(=O)CC(OC(=O)C3CCCCN3C(=O)C(=O)C1(O2)O)C(C)CC4CCC(C(C4)OC)O)C)C)O)OC)C)C)C)OC. Drug 2: C1=CC=C(C=C1)NC(=O)CCCCCCC(=O)NO. Cell line: NCI/ADR-RES. Synergy scores: CSS=57.1, Synergy_ZIP=-3.93, Synergy_Bliss=-4.98, Synergy_Loewe=-4.30, Synergy_HSA=-0.967. (4) Drug 2: C1CN(P(=O)(OC1)NCCCl)CCCl. Cell line: SK-MEL-5. Drug 1: CN1C2=C(C=C(C=C2)N(CCCl)CCCl)N=C1CCCC(=O)O.Cl. Synergy scores: CSS=0.625, Synergy_ZIP=1.80, Synergy_Bliss=4.28, Synergy_Loewe=-0.762, Synergy_HSA=-0.336. (5) Drug 1: CC1=C2C(C(=O)C3(C(CC4C(C3C(C(C2(C)C)(CC1OC(=O)C(C(C5=CC=CC=C5)NC(=O)OC(C)(C)C)O)O)OC(=O)C6=CC=CC=C6)(CO4)OC(=O)C)OC)C)OC. Drug 2: C1=CC(=CC=C1CCC2=CNC3=C2C(=O)NC(=N3)N)C(=O)NC(CCC(=O)O)C(=O)O. Cell line: HCC-2998. Synergy scores: CSS=70.1, Synergy_ZIP=1.28, Synergy_Bliss=-0.0869, Synergy_Loewe=-1.08, Synergy_HSA=10.1. (6) Drug 1: CC1=C(C=C(C=C1)C(=O)NC2=CC(=CC(=C2)C(F)(F)F)N3C=C(N=C3)C)NC4=NC=CC(=N4)C5=CN=CC=C5. Drug 2: CC(C)NC(=O)C1=CC=C(C=C1)CNNC.Cl. Cell line: RXF 393. Synergy scores: CSS=-1.46, Synergy_ZIP=2.19, Synergy_Bliss=0.847, Synergy_Loewe=0.632, Synergy_HSA=-1.37. (7) Drug 1: CN(C)N=NC1=C(NC=N1)C(=O)N. Drug 2: C1=C(C(=O)NC(=O)N1)F. Cell line: DU-145. Synergy scores: CSS=35.1, Synergy_ZIP=-1.43, Synergy_Bliss=-2.51, Synergy_Loewe=-13.2, Synergy_HSA=-2.18. (8) Drug 1: CC1=CC=C(C=C1)C2=CC(=NN2C3=CC=C(C=C3)S(=O)(=O)N)C(F)(F)F. Drug 2: C1=NC2=C(N=C(N=C2N1C3C(C(C(O3)CO)O)O)F)N. Cell line: RXF 393. Synergy scores: CSS=0.891, Synergy_ZIP=-1.23, Synergy_Bliss=-0.341, Synergy_Loewe=-3.11, Synergy_HSA=-1.72.